From a dataset of Catalyst prediction with 721,799 reactions and 888 catalyst types from USPTO. Predict which catalyst facilitates the given reaction. (1) Reactant: [CH:1]([O:4][C:5]1[CH:9]=[C:8]([C:10]([O:12][CH3:13])=[O:11])[NH:7][N:6]=1)([CH3:3])[CH3:2].C(=O)([O-])[O-].[K+].[K+].CN(C)C=O.[Cl:25][C:26]1[C:27]([CH2:36]Cl)=[N:28][CH:29]=[C:30]([C:32]([F:35])([F:34])[F:33])[CH:31]=1. Product: [Cl:25][C:26]1[C:27]([CH2:36][N:7]2[C:8]([C:10]([O:12][CH3:13])=[O:11])=[CH:9][C:5]([O:4][CH:1]([CH3:3])[CH3:2])=[N:6]2)=[N:28][CH:29]=[C:30]([C:32]([F:34])([F:33])[F:35])[CH:31]=1. The catalyst class is: 6. (2) Reactant: [CH3:1][N:2]1[CH:7]=[C:6](B2OC(C)(C)C(C)(C)O2)[CH:5]=[C:4]([NH:17][C:18]2[CH:23]=[CH:22][C:21]([CH2:24][N:25]3[CH2:30][CH2:29][O:28][CH2:27][CH2:26]3)=[CH:20][N:19]=2)[C:3]1=[O:31].C([SiH2][O:37][C:38](C)(C)[C:39]1[C:44](B2OC(C)(C)C(C)(C)O2)=[CH:43][CH:42]=[CH:41][C:40]=1[N:54]1[CH:63]=[CH:62][C:61]2[C:56](=[CH:57][CH:58]=[C:59]([CH:64]3[CH2:66][CH2:65]3)[CH:60]=2)[C:55]1=[O:67])(C)(C)C.C(=O)([O-])[O-].[Cs+].[Cs+].O.ClCCl. Product: [CH:64]1([C:59]2[CH:60]=[C:61]3[C:56](=[CH:57][CH:58]=2)[C:55](=[O:67])[N:54]([C:40]2[CH:41]=[CH:42][CH:43]=[C:44]([C:6]4[CH:5]=[C:4]([NH:17][C:18]5[CH:23]=[CH:22][C:21]([CH2:24][N:25]6[CH2:26][CH2:27][O:28][CH2:29][CH2:30]6)=[CH:20][N:19]=5)[C:3](=[O:31])[N:2]([CH3:1])[CH:7]=4)[C:39]=2[CH2:38][OH:37])[CH:63]=[CH:62]3)[CH2:66][CH2:65]1. The catalyst class is: 12. (3) Reactant: [CH2:1]([S:4](Cl)(=[O:6])=[O:5])[CH2:2][CH3:3].[CH3:8][NH:9][C:10]1[CH:29]=[CH:28][C:13]2[N:14]([CH2:21][CH:22]3[CH2:27][CH2:26][O:25][CH2:24][CH2:23]3)[C:15]([C:17]([F:20])([F:19])[F:18])=[N:16][C:12]=2[CH:11]=1.CCN(C(C)C)C(C)C. Product: [CH3:8][N:9]([C:10]1[CH:29]=[CH:28][C:13]2[N:14]([CH2:21][CH:22]3[CH2:27][CH2:26][O:25][CH2:24][CH2:23]3)[C:15]([C:17]([F:18])([F:19])[F:20])=[N:16][C:12]=2[CH:11]=1)[S:4]([CH2:1][CH2:2][CH3:3])(=[O:6])=[O:5]. The catalyst class is: 79. (4) Reactant: Cl.[CH3:2][O:3][NH:4][CH3:5].N1C=CC=CC=1.[C:12](Cl)(=[O:16])[C:13]([CH3:15])=[CH2:14]. Product: [CH3:2][O:3][N:4]([CH3:5])[C:12](=[O:16])[C:13]([CH3:15])=[CH2:14]. The catalyst class is: 1. (5) Reactant: [NH2:1][C:2]1[N:7]=[CH:6][N:5]=[C:4]2[N:8]([CH:12]([C:14]3[CH:21]=[C:20]([Cl:22])[C:17]([C:18]#[N:19])=[C:16]([CH:23]4[CH2:26][NH:25][CH2:24]4)[C:15]=3[O:27][CH2:28][CH3:29])[CH3:13])[N:9]=[C:10]([CH3:11])[C:3]=12.C(=O)([O-])[O-].[K+].[K+].Br[C:37]([CH3:46])([CH3:45])[C:38]([O:40][C:41]([CH3:44])([CH3:43])[CH3:42])=[O:39].O. Product: [NH2:1][C:2]1[N:7]=[CH:6][N:5]=[C:4]2[N:8]([CH:12]([C:14]3[C:15]([O:27][CH2:28][CH3:29])=[C:16]([CH:23]4[CH2:24][N:25]([C:37]([CH3:46])([CH3:45])[C:38]([O:40][C:41]([CH3:44])([CH3:43])[CH3:42])=[O:39])[CH2:26]4)[C:17]([C:18]#[N:19])=[C:20]([Cl:22])[CH:21]=3)[CH3:13])[N:9]=[C:10]([CH3:11])[C:3]=12. The catalyst class is: 9. (6) Reactant: COC([N:5]1[CH2:10][CH2:9][CH:8]([C:11]2[CH:16]=[CH:15][C:14]([Br:17])=[CH:13][CH:12]=2)[CH:7]([CH3:18])[CH2:6]1)=O.C(=O)(O)N.S(=O)(=O)(O)O.[OH-].[Na+]. Product: [Br:17][C:14]1[CH:15]=[CH:16][C:11]([CH:8]2[CH2:9][CH2:10][NH:5][CH2:6][CH:7]2[CH3:18])=[CH:12][CH:13]=1. The catalyst class is: 33. (7) Reactant: [Cl:1][C:2]1[CH:7]=[CH:6][CH:5]=[C:4]([O:8]C)[C:3]=1[CH2:10][S:11][C:12]1[N:17]=[C:16]([OH:18])[CH:15]=[C:14]([CH3:19])[N:13]=1.B(Br)(Br)Br.O.[O-]S([O-])(=O)=O.[Na+].[Na+]. Product: [Cl:1][C:2]1[CH:7]=[CH:6][CH:5]=[C:4]([OH:8])[C:3]=1[CH2:10][S:11][C:12]1[N:17]=[C:16]([OH:18])[CH:15]=[C:14]([CH3:19])[N:13]=1. The catalyst class is: 2.